From a dataset of Antibody developability classification from SAbDab with 2,409 antibodies. Regression/Classification. Given an antibody's heavy chain and light chain sequences, predict its developability. TAP uses regression for 5 developability metrics; SAbDab uses binary classification. (1) The antibody is ['EVQLVESGAEVKKPGSSVKVSCKASGDTFIRYSFTWVRQAPGQGLEWMGRIITILDVAHYAPHLQGRVTITADKSTSTVYLELRNLRSDDTAVYFCAGVYEGEADEGEYDNNGFLKHWGQGTLVTVSS', '1rzk_L']. Result: 0 (not developable). (2) The antibody is ['GVKLQQSGPEVVKPGASVKISCKASGYSFTNFYIHWVKQRPGQGLEWIGWIFHGSDNTEYNEKFKDKATLTADTSSSTAYMQLSSLTSEDSAVYFCARWGPHWYFDVWGQGTTVTVSS', 'DIVLTQSPDITAASLGQKVTITCSASSSVSYMHWYQQKSGTSPKPWIFEISKLASGVPARFSGSGSGTSYSLTISSMEAEDAAIYYCQQWNYPFTFGGGTKLEIK']. Result: 0 (not developable). (3) The antibody is ['2r2e', 'PROT_3C89CF21']. Result: 1 (developable). (4) The antibody is ['QIQLVQSGPELKKPGETVKISCKASGYTFTDYSVHWVKQVPGKGLKWMGWINTETGEPTYADDFKGRFAFSLESSASTAYLEIHNLKNEDTATYFCALGWLHWGLGTTLTVSS', 'DIQLTQSPSSLAMSGGQKVTMRCKSSQSLLNSRNERNYLAWYQQKPGQSPKLLVYFASIRESGVPDRFIGSGSGTDFTLTISSVQAEDLADYFCLQHYNTPWTFGGGTKLEIK']. Result: 0 (not developable). (5) The antibody is ['EVRLVQSGNQVRKPGASVRISCEASGYKFIDHFIHWVRQVPGHGLEWLGWINPRGGGVNYSRSFQGKLSMTMTRDNFEETAYLDLSKLNPGDTAVYFCARGFAGYEWSFIWGQGTLVIVSS', 'EIVLTQSPGTLSLSPGETATLSCRTSQGILSNQLAWHQQRRGQPPRLLIYGGSNRAPGIPERFTGSGSGTDFVLTIKRLERDDFAVYYCQILEFFGRGTRVEMN']. Result: 1 (developable). (6) The antibody is ['EVQLVESGGGLIRPGGSLRLSCKGSGFIFENFGFGWVRQGPGKGLEWVSGTNWNGGDSRYGDSVKGRFTISRDNSNNFVYLQMNSLRPEDTAIYYCARGTDYTIDDQGIRYQGSGTFWYFDVWGRGTLVTVSS', 'EIVLTQSPATLSVSPGERATLSCRASQNVHPRYFAWYQQKRGQSPRLLIHSGSTRAAGIADRFSGGGSGMHFTLTITRVEPEDFAVYFCQQYGGSPYTFGQGTRVELR']. Result: 0 (not developable). (7) The antibody is ['EVQLLESGGGVVQPGRSLRLSCTASGFTFNNYGMHWVRQTPGKGLEWLAVIWFDENNKYYADSVRGRFTISRDNSKNTLFLQMNSLKTEDTAMYYCARDISLVRDAFIYFDFWGLGTLVTVSS', 'ELTLTQSPATLSLSPGERATLSCRASQSVSSYLAWYQQKPGQAPRLLIYDASNRATGIPARFSGSGSGTDFTLTISSLEPEDFAVYYCQQRSNWITFGQGTRLEIK']. Result: 0 (not developable). (8) The antibody is ['QVQLQQSGAELVKPGASVKLSCKASGYTFTSYWMQWVKQRPGQGLEWIGEIDPSDSYTNYNQKFKGKATLTVDTSSSTAYMQLSSLTSEDSAVYYCANLRGYFDYWGQGTTLTVSS', 'DVVMTQTPLSLPVSLGDQASISCRSSQSLVHSNGNTYLHWYLQKPGQSPKLLIYKVSNRFSGVPDRFSGSGSGTDFTLKISRVEAEDLGVYFCSQSTHVPRTFGGGTKLEIK']. Result: 0 (not developable). (9) The antibody is ['QVQLVQSGSELKKPGASVKVSCKASGYTLTRYAMTWVRQAPGQGLEWMGWINTYTGNPTYVQGFTGRFVFSLDTSVSTAFLHITSLKAEDTAVYFCAREGGARGFDYWGQGTLVTVSS', 'QSVLTQPPSVSGAPGQRVTISCTGSSSNIGASHDVHWYQQLPGTAPTLLIYVNSNRPSGVPDRFSGSKSGTSASLAITGLQAEDEADYYCQSYDSNLSGSAVFGGGTKLTVL']. Result: 0 (not developable).